From a dataset of Forward reaction prediction with 1.9M reactions from USPTO patents (1976-2016). Predict the product of the given reaction. (1) Given the reactants [CH:1]([N:3]1[CH2:7]CC[CH2:4]1)=O.C[O:9][S:10]([O:13]C)(=O)=[O:11].[NH:15]1[CH2:19]CC[CH2:16]1.[C:20]1([CH3:26])[CH:25]=[CH:24][CH:23]=[CH:22][CH:21]=1, predict the reaction product. The product is: [C:20]1([CH3:26])[CH:25]=[CH:24][C:23]([S:10]([O-:13])(=[O:11])=[O:9])=[CH:22][CH:21]=1.[CH3:1][N:3]([CH3:7])[CH:4]=[N+:15]([CH3:19])[CH3:16]. (2) Given the reactants Cl[C:2]1[CH:7]=[C:6](Cl)[N:5]=[CH:4][N:3]=1.CN1CC[CH2:12][C:11]1=O.[CH2:16]([Mg]Br)[CH3:17].[Cl-].[NH4+], predict the reaction product. The product is: [CH2:11]([C:2]1[CH:7]=[C:6]([CH2:16][CH3:17])[N:5]=[CH:4][N:3]=1)[CH3:12]. (3) Given the reactants [N+:1]([C:4]1[CH:13]=[CH:12][CH:11]=[C:10]2[C:5]=1[CH:6]=[CH:7][CH:8]=[C:9]2[Br:14])([O-])=O, predict the reaction product. The product is: [NH2:1][C:4]1[CH:13]=[CH:12][CH:11]=[C:10]2[C:5]=1[CH:6]=[CH:7][CH:8]=[C:9]2[Br:14]. (4) The product is: [F:17][C:18]1[CH:19]=[C:20]([CH:23]=[CH:24][C:25]=1[O:14][CH2:13][C:10]1[CH:9]=[CH:8][C:7]([F:6])=[CH:12][N:11]=1)[CH:21]=[O:22]. Given the reactants CN(C)C=O.[F:6][C:7]1[CH:8]=[CH:9][C:10]([CH2:13][OH:14])=[N:11][CH:12]=1.[H-].[Na+].[F:17][C:18]1[CH:19]=[C:20]([CH:23]=[CH:24][C:25]=1F)[CH:21]=[O:22], predict the reaction product. (5) Given the reactants Br[C:2]1[CH:3]=[CH:4][C:5]2[S:9][C:8]([C:10]3[CH:15]=[CH:14][CH:13]=[CH:12][CH:11]=3)=[N:7][C:6]=2[CH:16]=1.[B:17]1([B:17]2[O:21][C:20]([CH3:23])([CH3:22])[C:19]([CH3:25])([CH3:24])[O:18]2)[O:21][C:20]([CH3:23])([CH3:22])[C:19]([CH3:25])([CH3:24])[O:18]1.C(C1C=CC=C(C(C)C)C=1N1C=CN(C2C(C(C)C)=CC=CC=2C(C)C)C1=[ClH])(C)C.C(O[K])(C)=O.C1COCC1, predict the reaction product. The product is: [C:10]1([C:8]2[S:9][C:5]3[CH:4]=[CH:3][C:2]([B:17]4[O:21][C:20]([CH3:23])([CH3:22])[C:19]([CH3:25])([CH3:24])[O:18]4)=[CH:16][C:6]=3[N:7]=2)[CH:15]=[CH:14][CH:13]=[CH:12][CH:11]=1. (6) Given the reactants [Br:1][C:2]1[C:3]([F:13])=[C:4]2[C:9](=[CH:10][CH:11]=1)[NH:8][C:7](=S)[CH2:6][CH2:5]2.[C:14]([NH:17][NH2:18])(=O)[CH3:15], predict the reaction product. The product is: [Br:1][C:2]1[C:3]([F:13])=[C:4]2[C:9](=[CH:10][CH:11]=1)[N:8]1[C:14]([CH3:15])=[N:17][N:18]=[C:7]1[CH2:6][CH2:5]2. (7) Given the reactants [NH2:1][C:2]1[O:3][CH:4]=[CH:5][C:6]=1[C:7]#[N:8].[C:9]([O:12][CH:13](OCC)OCC)(=O)[CH3:10].C(=O)(O)[O-].[Na+], predict the reaction product. The product is: [CH2:9]([O:12][CH:13]=[N:1][C:2]1[O:3][CH:4]=[CH:5][C:6]=1[C:7]#[N:8])[CH3:10]. (8) The product is: [OH:29][C@H:28]([CH2:27][OH:26])[CH2:30][O:31][NH:32][C:5](=[O:7])[C:4]1[CH:8]=[CH:9][C:10]([F:11])=[C:2]([F:1])[C:3]=1[NH:12][C:13]1[CH:18]=[CH:17][C:16]([I:19])=[CH:15][C:14]=1[F:20]. Given the reactants [F:1][C:2]1[C:3]([NH:12][C:13]2[CH:18]=[CH:17][C:16]([I:19])=[CH:15][C:14]=2[F:20])=[C:4]([CH:8]=[CH:9][C:10]=1[F:11])[C:5]([OH:7])=O.C(#N)C.CC1(C)[O:29][C@@H:28]([CH2:30][O:31][NH2:32])[CH2:27][O:26]1.Cl, predict the reaction product. (9) Given the reactants [C:1]([O:5][C:6]([N:8]1[CH2:13][CH2:12][CH:11]([CH2:14][CH2:15][OH:16])[CH2:10][CH2:9]1)=[O:7])([CH3:4])([CH3:3])[CH3:2].[S:17]([O-])(=[O:20])(=[O:19])[CH3:18], predict the reaction product. The product is: [C:1]([O:5][C:6]([N:8]1[CH2:13][CH2:12][CH:11]([CH2:14][CH2:15][O:16][S:17]([CH3:18])(=[O:20])=[O:19])[CH2:10][CH2:9]1)=[O:7])([CH3:4])([CH3:3])[CH3:2].